From a dataset of Forward reaction prediction with 1.9M reactions from USPTO patents (1976-2016). Predict the product of the given reaction. Given the reactants [F:1][C:2]1[CH:7]=[CH:6][C:5](/[CH:8]=[CH:9]/[C:10]2[CH:15]=[CH:14][C:13]([S:16]([C:19]3[N:24]=[C:23]([C:25](Cl)=[O:26])[CH:22]=[CH:21][CH:20]=3)(=[O:18])=[O:17])=[CH:12][CH:11]=2)=[CH:4][CH:3]=1.BrC1C=C[N:32]=[C:31](C(O)=O)C=1.CN, predict the reaction product. The product is: [F:1][C:2]1[CH:7]=[CH:6][C:5](/[CH:8]=[CH:9]/[C:10]2[CH:15]=[CH:14][C:13]([S:16]([C:19]3[N:24]=[C:23]([C:25]([NH:32][CH3:31])=[O:26])[CH:22]=[CH:21][CH:20]=3)(=[O:18])=[O:17])=[CH:12][CH:11]=2)=[CH:4][CH:3]=1.